From a dataset of Forward reaction prediction with 1.9M reactions from USPTO patents (1976-2016). Predict the product of the given reaction. (1) Given the reactants [CH:1]12[CH2:10][CH:5]3[CH2:6][CH:7]([CH2:9][CH:3]([CH2:4]3)[CH:2]1[NH:11][C:12]([C:14]1[CH:15]=[N:16][N:17]([CH3:20])[C:18]=1Cl)=[O:13])[CH2:8]2.[CH3:21][N:22]1[CH2:27][CH2:26][NH:25][CH2:24][CH2:23]1, predict the reaction product. The product is: [CH:1]12[CH2:10][CH:5]3[CH2:6][CH:7]([CH2:9][CH:3]([CH2:4]3)[CH:2]1[NH:11][C:12]([C:14]1[CH:15]=[N:16][N:17]([CH3:20])[C:18]=1[N:25]1[CH2:26][CH2:27][N:22]([CH3:21])[CH2:23][CH2:24]1)=[O:13])[CH2:8]2. (2) Given the reactants C([N:8]1[CH2:13][CH:12]=[C:11]([C:14]2[CH:15]=[C:16]([CH:20]3[N:24]([C:25]4[CH:30]=[CH:29][C:28]([F:31])=[CH:27][C:26]=4[F:32])[N:23]=[C:22]([C:33]([F:39])([F:38])[C:34]([F:37])([F:36])[F:35])[CH2:21]3)[CH:17]=[CH:18][CH:19]=2)[CH2:10][CH2:9]1)(OC(C)(C)C)=O.[F:40][C:41]([F:46])([F:45])[C:42]([OH:44])=[O:43], predict the reaction product. The product is: [F:40][C:41]([F:46])([F:45])[C:42]([OH:44])=[O:43].[F:32][C:26]1[CH:27]=[C:28]([F:31])[CH:29]=[CH:30][C:25]=1[N:24]1[CH:20]([C:16]2[CH:17]=[CH:18][CH:19]=[C:14]([C:11]3[CH2:12][CH2:13][NH:8][CH2:9][CH:10]=3)[CH:15]=2)[CH2:21][C:22]([C:33]([F:38])([F:39])[C:34]([F:36])([F:37])[F:35])=[N:23]1. (3) The product is: [NH2:1][CH2:3][C:4]([N:6]([C:8]1[CH:13]=[C:12]([CH3:14])[C:11](/[CH:15]=[CH:16]/[S:17]([N:20]2[CH2:41][CH2:40][C:23]3([N:27]=[C:26]([C:28]4[CH:33]=[CH:32][CH:31]=[C:30]([O:34][C:35]([F:38])([F:37])[F:36])[CH:29]=4)[NH:25][C:24]3=[O:39])[CH2:22][CH2:21]2)(=[O:19])=[O:18])=[C:10]([CH3:42])[CH:9]=1)[CH3:7])=[O:5]. Given the reactants [NH3:1].Cl[CH2:3][C:4]([N:6]([C:8]1[CH:13]=[C:12]([CH3:14])[C:11](/[CH:15]=[CH:16]/[S:17]([N:20]2[CH2:41][CH2:40][C:23]3([N:27]=[C:26]([C:28]4[CH:33]=[CH:32][CH:31]=[C:30]([O:34][C:35]([F:38])([F:37])[F:36])[CH:29]=4)[NH:25][C:24]3=[O:39])[CH2:22][CH2:21]2)(=[O:19])=[O:18])=[C:10]([CH3:42])[CH:9]=1)[CH3:7])=[O:5], predict the reaction product. (4) Given the reactants [CH2:1]([O:8][C:9]1[CH:10]=[C:11]([C:23](=[O:43])[CH:24]([C:29]2[CH:34]=[CH:33][C:32]([O:35][CH2:36][C:37]3[CH:42]=[CH:41][CH:40]=[CH:39][CH:38]=3)=[CH:31][CH:30]=2)C(OC)=O)[CH:12]=[C:13]([O:15][CH2:16][C:17]2[CH:22]=[CH:21][CH:20]=[CH:19][CH:18]=2)[CH:14]=1)[C:2]1[CH:7]=[CH:6][CH:5]=[CH:4][CH:3]=1.B(O)(O)O, predict the reaction product. The product is: [CH2:16]([O:15][C:13]1[CH:12]=[C:11]([C:23](=[O:43])[CH2:24][C:29]2[CH:30]=[CH:31][C:32]([O:35][CH2:36][C:37]3[CH:38]=[CH:39][CH:40]=[CH:41][CH:42]=3)=[CH:33][CH:34]=2)[CH:10]=[C:9]([O:8][CH2:1][C:2]2[CH:7]=[CH:6][CH:5]=[CH:4][CH:3]=2)[CH:14]=1)[C:17]1[CH:22]=[CH:21][CH:20]=[CH:19][CH:18]=1. (5) Given the reactants [Cl:1][C:2]1[CH:3]=[C:4]([N:10]2[C:14]([CH3:15])=[C:13]([O:16][C:17]3[CH:25]=[CH:24][C:20]([C:21](O)=[O:22])=[CH:19][CH:18]=3)[C:12]([CH3:26])=[N:11]2)[CH:5]=[CH:6][C:7]=1[C:8]#[N:9].[NH2:27][CH2:28][CH2:29][OH:30], predict the reaction product. The product is: [Cl:1][C:2]1[CH:3]=[C:4]([N:10]2[C:14]([CH3:15])=[C:13]([O:16][C:17]3[CH:25]=[CH:24][C:20]([C:21]([NH:27][CH2:28][CH2:29][OH:30])=[O:22])=[CH:19][CH:18]=3)[C:12]([CH3:26])=[N:11]2)[CH:5]=[CH:6][C:7]=1[C:8]#[N:9]. (6) Given the reactants [Cl:1][C:2]1[CH:3]=[N+:4]([O-:27])[CH:5]=[C:6]([Cl:26])[C:7]=1[CH2:8][C@@H:9]([C:11]1[CH:16]=[CH:15][C:14]([O:17][CH:18]([F:20])[F:19])=[C:13]([O:21][CH2:22][CH:23]2[CH2:25][CH2:24]2)[CH:12]=1)[OH:10].C(Cl)CCl.[C:32]([O:36][C:37]([N:39]([CH2:52][CH2:53][N:54]([CH3:56])[CH3:55])[S:40]([C:43]1[CH:51]=[CH:50][C:46]([C:47](O)=[O:48])=[CH:45][CH:44]=1)(=[O:42])=[O:41])=[O:38])([CH3:35])([CH3:34])[CH3:33], predict the reaction product. The product is: [C:32]([O:36][C:37]([N:39]([CH2:52][CH2:53][N:54]([CH3:56])[CH3:55])[S:40]([C:43]1[CH:44]=[CH:45][C:46]([C:47]([O:10][C@H:9]([C:11]2[CH:16]=[CH:15][C:14]([O:17][CH:18]([F:20])[F:19])=[C:13]([O:21][CH2:22][CH:23]3[CH2:25][CH2:24]3)[CH:12]=2)[CH2:8][C:7]2[C:6]([Cl:26])=[CH:5][N+:4]([O-:27])=[CH:3][C:2]=2[Cl:1])=[O:48])=[CH:50][CH:51]=1)(=[O:42])=[O:41])=[O:38])([CH3:35])([CH3:34])[CH3:33]. (7) Given the reactants Cl.[C:2]([C:4]1[C:5](O)=[C:6]([C:10]2[N:20]=[CH:19][CH:18]=[CH:17][C:11]=2[C:12]([O:14][CH2:15][CH3:16])=[O:13])[CH:7]=[CH:8][CH:9]=1)#[N:3].CS([O:26][CH2:27][CH2:28][C:29]1[CH:34]=[CH:33][C:32]([C:35]([CH3:38])([CH3:37])[CH3:36])=[CH:31][CH:30]=1)(=O)=O.C(=O)([O-])[O-].[K+].[K+], predict the reaction product. The product is: [C:2]([C:4]1[CH:5]=[C:6]([C:10]2[N:20]=[CH:19][CH:18]=[CH:17][C:11]=2[C:12]([O:14][CH2:15][CH3:16])=[O:13])[CH:7]=[CH:8][C:9]=1[O:26][CH2:27][CH2:28][C:29]1[CH:34]=[CH:33][C:32]([C:35]([CH3:38])([CH3:37])[CH3:36])=[CH:31][CH:30]=1)#[N:3]. (8) Given the reactants O=[C:2]([CH2:19][C:20]1[CH:25]=[C:24]([F:26])[C:23]([F:27])=[CH:22][C:21]=1[F:28])[CH2:3][C:4]([N:6]1[CH2:12][CH2:11][CH2:10][NH:9][C:8](=[O:13])[CH:7]1[CH2:14][C:15]([F:18])([F:17])[F:16])=[O:5].C([O-])(=O)C.[NH4+:33].[OH-].[NH4+], predict the reaction product. The product is: [NH2:33]/[C:2](/[CH2:19][C:20]1[CH:25]=[C:24]([F:26])[C:23]([F:27])=[CH:22][C:21]=1[F:28])=[CH:3]\[C:4]([N:6]1[CH2:12][CH2:11][CH2:10][NH:9][C:8](=[O:13])[CH:7]1[CH2:14][C:15]([F:18])([F:17])[F:16])=[O:5]. (9) Given the reactants [N:1]1([CH2:7][CH2:8][O:9][C:10]2[CH:28]=[CH:27][C:13]3[N:14]4[CH:19]=[C:18]([C:20]5[CH:25]=[CH:24][C:23]([NH2:26])=[CH:22][CH:21]=5)[N:17]=[C:15]4[S:16][C:12]=3[CH:11]=2)[CH2:6][CH2:5][O:4][CH2:3][CH2:2]1.[C:29]([C:33]1[O:37][N:36]=[C:35]([NH:38][C:39](=O)[O-:40])[CH:34]=1)([CH3:32])([CH3:31])[CH3:30], predict the reaction product. The product is: [C:29]([C:33]1[O:37][N:36]=[C:35]([NH:38][C:39]([NH:26][C:23]2[CH:22]=[CH:21][C:20]([C:18]3[N:17]=[C:15]4[N:14]([CH:19]=3)[C:13]3[CH:27]=[CH:28][C:10]([O:9][CH2:8][CH2:7][N:1]5[CH2:2][CH2:3][O:4][CH2:5][CH2:6]5)=[CH:11][C:12]=3[S:16]4)=[CH:25][CH:24]=2)=[O:40])[CH:34]=1)([CH3:32])([CH3:30])[CH3:31].